The task is: Predict the product of the given reaction.. This data is from Forward reaction prediction with 1.9M reactions from USPTO patents (1976-2016). (1) Given the reactants [C:1]([N:5]1[C:13]2[CH:12]=[CH:11][NH:10][C:9](=[O:14])[C:8]=2[C:7]([NH:15]CC2C=CC(OC)=CC=2)=[N:6]1)([CH3:4])([CH3:3])[CH3:2].C([SiH](CC)CC)C, predict the reaction product. The product is: [NH2:15][C:7]1[C:8]2[C:9](=[O:14])[NH:10][CH:11]=[CH:12][C:13]=2[N:5]([C:1]([CH3:4])([CH3:3])[CH3:2])[N:6]=1. (2) The product is: [C:1]([O:5][C:6]([NH:8][C@H:9]1[CH2:13][CH2:12][N:11]([CH2:19][C:18]2[CH:21]=[CH:22][C:15]([F:14])=[CH:16][CH:17]=2)[CH2:10]1)=[O:7])([CH3:4])([CH3:2])[CH3:3]. Given the reactants [C:1]([O:5][C:6]([NH:8][C@H:9]1[CH2:13][CH2:12][NH:11][CH2:10]1)=[O:7])([CH3:4])([CH3:3])[CH3:2].[F:14][C:15]1[CH:22]=[CH:21][C:18]([CH2:19]Br)=[CH:17][CH:16]=1.C(=O)([O-])[O-].[Cs+].[Cs+], predict the reaction product. (3) Given the reactants [C:1]([O:5][C:6](=[O:38])[N:7]([CH3:37])[C@H:8]([C:10](=[O:36])[NH:11][C@@H:12]1[C:18](=[O:19])[N:17]([CH2:20][C:21]2[C:30]3[C:25](=[CH:26][CH:27]=[CH:28][CH:29]=3)[CH:24]=[CH:23][C:22]=2[CH3:31])[C:16]2[CH:32]=[CH:33][CH:34]=[CH:35][C:15]=2[NH:14][CH2:13]1)[CH3:9])([CH3:4])([CH3:3])[CH3:2].C(Cl)Cl.Cl.[C:43](Cl)(=[O:50])[C:44]1[CH:49]=[CH:48][N:47]=[CH:46][CH:45]=1, predict the reaction product. The product is: [C:1]([O:5][C:6](=[O:38])[N:7]([CH3:37])[C@H:8]([C:10](=[O:36])[NH:11][C@@H:12]1[C:18](=[O:19])[N:17]([CH2:20][C:21]2[C:30]3[C:25](=[CH:26][CH:27]=[CH:28][CH:29]=3)[CH:24]=[CH:23][C:22]=2[CH3:31])[C:16]2[CH:32]=[CH:33][CH:34]=[CH:35][C:15]=2[N:14]([C:43]([C:44]2[CH:49]=[CH:48][N:47]=[CH:46][CH:45]=2)=[O:50])[CH2:13]1)[CH3:9])([CH3:4])([CH3:2])[CH3:3]. (4) Given the reactants [CH3:1][O:2][CH2:3][C:4]1[N:5]=[C:6]([NH:9][C:10]([C:12]2[C:17]([NH2:18])=[CH:16][CH:15]=[C:14]([CH3:19])[N:13]=2)=[O:11])[S:7][CH:8]=1.Br[C:21]1[CH:22]=[N:23][CH:24]=[C:25]([F:27])[CH:26]=1, predict the reaction product. The product is: [CH3:1][O:2][CH2:3][C:4]1[N:5]=[C:6]([NH:9][C:10]([C:12]2[C:17]([NH:18][C:21]3[CH:22]=[N:23][CH:24]=[C:25]([F:27])[CH:26]=3)=[CH:16][CH:15]=[C:14]([CH3:19])[N:13]=2)=[O:11])[S:7][CH:8]=1. (5) Given the reactants [CH3:1][N:2]1[C:10](=[O:11])[NH:9][C:8]2[C:3]1=[N:4][C:5](/[CH:12]=[CH:13]/[C:14]1[CH:19]=[CH:18][CH:17]=[CH:16][CH:15]=1)=[N:6][CH:7]=2.N12CCN(CC1)CC2.CN(C)C=O.[N:33]1([C:38](Cl)=[O:39])[CH2:37][CH2:36][CH2:35][CH2:34]1, predict the reaction product. The product is: [CH3:1][N:2]1[C:10](=[O:11])[N:9]([C:38]([N:33]2[CH2:37][CH2:36][CH2:35][CH2:34]2)=[O:39])[C:8]2[C:3]1=[N:4][C:5](/[CH:12]=[CH:13]/[C:14]1[CH:19]=[CH:18][CH:17]=[CH:16][CH:15]=1)=[N:6][CH:7]=2. (6) Given the reactants Br[C:2]1[CH:10]=[C:9]2[C:5]([CH2:6][C:7](=[O:11])[NH:8]2)=[CH:4][CH:3]=1.[CH:12]([Sn](CCCC)(CCCC)CCCC)=[CH2:13].[Cl-].[Li+].[F-].[K+], predict the reaction product. The product is: [CH:12]([C:2]1[CH:10]=[C:9]2[C:5]([CH2:6][C:7](=[O:11])[NH:8]2)=[CH:4][CH:3]=1)=[CH2:13]. (7) Given the reactants [N:1]12[CH2:8][CH2:7][CH:4]([CH2:5][CH2:6]1)[C@H:3]([NH:9][CH2:10][CH2:11][N:12]1[C:20]3[C:15](=[CH:16][CH:17]=[CH:18][C:19]=3[C:21]([O:23]C)=[O:22])[CH:14]=[N:13]1)[CH2:2]2.O.[OH-].[Li+:27].O.CO, predict the reaction product. The product is: [N:1]12[CH2:8][CH2:7][CH:4]([CH2:5][CH2:6]1)[C@H:3]([NH:9][CH2:10][CH2:11][N:12]1[C:20]3[C:15](=[CH:16][CH:17]=[CH:18][C:19]=3[C:21]([O-:23])=[O:22])[CH:14]=[N:13]1)[CH2:2]2.[Li+:27].